Dataset: Retrosynthesis with 50K atom-mapped reactions and 10 reaction types from USPTO. Task: Predict the reactants needed to synthesize the given product. (1) Given the product N#Cc1ccc(CN=[N+]=[N-])s1, predict the reactants needed to synthesize it. The reactants are: N#Cc1ccc(CBr)s1.[N-]=[N+]=[N-]. (2) Given the product CNCCC(c1ccccc1)c1ccc2[nH]nc(OC)c2c1, predict the reactants needed to synthesize it. The reactants are: CNC(=O)CC(c1ccccc1)c1ccc2[nH]nc(OC)c2c1.